Dataset: Aqueous solubility values for 9,982 compounds from the AqSolDB database. Task: Regression/Classification. Given a drug SMILES string, predict its absorption, distribution, metabolism, or excretion properties. Task type varies by dataset: regression for continuous measurements (e.g., permeability, clearance, half-life) or binary classification for categorical outcomes (e.g., BBB penetration, CYP inhibition). For this dataset (solubility_aqsoldb), we predict Y. (1) The molecule is O=C(Oc1cccc(N=C=S)c1)c1cccnc1. The Y is -4.30 log mol/L. (2) The drug is [N-]=[N+]=C1C(=O)NC(=O)NC1=O. The Y is -1.47 log mol/L. (3) The molecule is COCCO. The Y is 1.12 log mol/L. (4) The compound is C=CCCCCCCCC. The Y is -5.51 log mol/L.